This data is from Retrosynthesis with 50K atom-mapped reactions and 10 reaction types from USPTO. The task is: Predict the reactants needed to synthesize the given product. (1) The reactants are: Cc1cc(C(F)(F)F)cc(Cl)n1.[NH4+]. Given the product Cc1cc(C(F)(F)F)cc(N)n1, predict the reactants needed to synthesize it. (2) Given the product CSc1ccc(CN2CCC(=O)C(C(c3ccccc3)c3ccccc3)C2)cc1, predict the reactants needed to synthesize it. The reactants are: CSc1ccc(CO)cc1.O=C1CCNCC1C(c1ccccc1)c1ccccc1. (3) Given the product Cc1cc(Nc2cc3ccccc3c(-c3ccc4ccccc4c3)n2)n[nH]1, predict the reactants needed to synthesize it. The reactants are: Cc1cc(Nc2cc3ccccc3c(Cl)n2)n[nH]1.OB(O)c1ccc2ccccc2c1. (4) The reactants are: CC(=O)c1cccc(CO[Si](C)(C)C(C)(C)C)n1. Given the product CC(=O)c1cccc(CO)n1, predict the reactants needed to synthesize it. (5) Given the product CCCN(CCC)C(=O)CN(CC)c1ccc(C#N)c(C(F)(F)F)c1, predict the reactants needed to synthesize it. The reactants are: CCCNCCC.CCN(CC(=O)O)c1ccc(C#N)c(C(F)(F)F)c1. (6) Given the product CN(C)Cc1c[nH]c2cc(F)ccc12, predict the reactants needed to synthesize it. The reactants are: C=O.CNC.Fc1ccc2cc[nH]c2c1. (7) Given the product CC(C)(NC(=O)c1ccc(C2CC2)c(OCC2CC2)n1)c1ccccn1, predict the reactants needed to synthesize it. The reactants are: CC(C)(N)c1ccccn1.O=C(O)c1ccc(C2CC2)c(OCC2CC2)n1.